Dataset: Forward reaction prediction with 1.9M reactions from USPTO patents (1976-2016). Task: Predict the product of the given reaction. Given the reactants C([O:5][C:6]([N:8]1[CH2:12][CH2:11][CH2:10][CH:9]1[C:13]1[NH:14][C:15]([C:18]2[CH:23]=[CH:22][C:21]([C:24]3[CH:29]=[CH:28][C:27](B4OC(C)(C)C(C)(C)O4)=[CH:26][C:25]=3[C:39]#[N:40])=[CH:20][CH:19]=2)=[CH:16][N:17]=1)=O)(C)(C)C.C(O[C:46]([N:48]1[CH2:52][CH2:51][CH2:50][CH:49]1[C:53]1[NH:54][C:55](Br)=[CH:56][N:57]=1)=[O:47])(C)(C)C.[C:59](=[O:62])([O-:61])[O-].[K+].[K+].[C:65](=O)(O)[O-].[Na+].Cl.[CH3:71][O:72][C:73]([NH:75][CH:76]([CH:80]([CH3:82])[CH3:81])C(O)=O)=[O:74].[CH3:83][N:84](C(ON1N=NC2C=CC=NC1=2)=[N+](C)C)C.F[P-](F)(F)(F)(F)F.CCN([CH:113]([CH3:115])[CH3:114])C(C)C, predict the reaction product. The product is: [CH3:71][O:72][C:73](=[O:74])[NH:75][CH:76]([C:6]([N:8]1[CH2:12][CH2:11][CH2:10][CH:9]1[C:13]1[NH:14][C:15]([C:18]2[CH:19]=[CH:20][C:21]([C:24]3[CH:29]=[CH:28][C:27]([C:55]4[NH:54][C:53]([CH:49]5[CH2:50][CH2:51][CH2:52][N:48]5[C:46](=[O:47])[CH:83]([NH:84][C:59]([O:61][CH3:65])=[O:62])[CH:113]([CH3:114])[CH3:115])=[N:57][CH:56]=4)=[CH:26][C:25]=3[C:39]#[N:40])=[CH:22][CH:23]=2)=[CH:16][N:17]=1)=[O:5])[CH:80]([CH3:82])[CH3:81].